From a dataset of Full USPTO retrosynthesis dataset with 1.9M reactions from patents (1976-2016). Predict the reactants needed to synthesize the given product. (1) The reactants are: [Br:1][C:2]1[CH:3]=[C:4]([NH2:18])[C:5]([N:9]([CH2:14][CH:15]([CH3:17])[CH3:16])[CH2:10][CH:11]([CH3:13])[CH3:12])=[C:6]([F:8])[CH:7]=1.[N:19]([C:22]1[CH:27]=[CH:26][C:25]([CH3:28])=[CH:24][CH:23]=1)=[C:20]=[O:21].CN(C)CCN. Given the product [Br:1][C:2]1[CH:7]=[C:6]([F:8])[C:5]([N:9]([CH2:14][CH:15]([CH3:17])[CH3:16])[CH2:10][CH:11]([CH3:13])[CH3:12])=[C:4]([NH:18][C:20]([NH:19][C:22]2[CH:27]=[CH:26][C:25]([CH3:28])=[CH:24][CH:23]=2)=[O:21])[CH:3]=1, predict the reactants needed to synthesize it. (2) Given the product [ClH:39].[F:38][C:2]([F:1])([F:37])[O:3][C:4]1[CH:9]=[CH:8][C:7]([N:10]2[CH:14]=[N:13][C:12]([C:15]3[CH:36]=[CH:35][C:18]([CH2:19][NH:20][O:21][C@H:22]4[C@H:27]([O:28][CH3:29])[C@H:26]([O:30][CH3:31])[C@@H:25]([O:32][CH3:33])[C@H:24]([CH3:34])[O:23]4)=[CH:17][CH:16]=3)=[N:11]2)=[CH:6][CH:5]=1, predict the reactants needed to synthesize it. The reactants are: [F:1][C:2]([F:38])([F:37])[O:3][C:4]1[CH:9]=[CH:8][C:7]([N:10]2[CH:14]=[N:13][C:12]([C:15]3[CH:36]=[CH:35][C:18]([CH2:19][NH:20][O:21][C@H:22]4[C@H:27]([O:28][CH3:29])[C@H:26]([O:30][CH3:31])[C@@H:25]([O:32][CH3:33])[C@H:24]([CH3:34])[O:23]4)=[CH:17][CH:16]=3)=[N:11]2)=[CH:6][CH:5]=1.[ClH:39]. (3) Given the product [C:18]1(/[CH:17]=[CH:16]/[C:15]2[O:24][CH:7]=[C:8]([C:9]([O:11][CH2:12][CH3:13])=[O:10])[N:25]=2)[CH:23]=[CH:22][CH:21]=[CH:20][CH:19]=1, predict the reactants needed to synthesize it. The reactants are: C(=O)(O)[O-].[Na+].Br[CH2:7][C:8](=O)[C:9]([O:11][CH2:12][CH3:13])=[O:10].[C:15]([NH2:25])(=[O:24])[CH:16]=[CH:17][C:18]1[CH:23]=[CH:22][CH:21]=[CH:20][CH:19]=1.FC(F)(F)C(OC(=O)C(F)(F)F)=O. (4) Given the product [OH:16][CH:14]1[CH2:13][N:12]([C:25]([O:27][C:28]([CH3:31])([CH3:30])[CH3:29])=[O:26])[CH2:11][CH2:10][N:9]([C:8]2[N:7]([CH2:17][O:18][CH2:19][CH2:20][Si:21]([CH3:24])([CH3:23])[CH3:22])[N:6]=[CH:5][C:4]=2[N+:1]([O-:3])=[O:2])[CH2:15]1, predict the reactants needed to synthesize it. The reactants are: [N+:1]([C:4]1[CH:5]=[N:6][N:7]([CH2:17][O:18][CH2:19][CH2:20][Si:21]([CH3:24])([CH3:23])[CH3:22])[C:8]=1[N:9]1[CH2:15][CH:14]([OH:16])[CH2:13][NH:12][CH2:11][CH2:10]1)([O-:3])=[O:2].[C:25](O[C:25]([O:27][C:28]([CH3:31])([CH3:30])[CH3:29])=[O:26])([O:27][C:28]([CH3:31])([CH3:30])[CH3:29])=[O:26].CCN(C(C)C)C(C)C.